This data is from Catalyst prediction with 721,799 reactions and 888 catalyst types from USPTO. The task is: Predict which catalyst facilitates the given reaction. (1) Reactant: [Cl:1][C:2]1[C:10]2[N:9]=[C:8]3[N:11]([C:14]4[C:19]([CH3:20])=[CH:18][C:17]([Cl:21])=[CH:16][C:15]=4[Cl:22])[CH2:12][CH2:13][N:7]3[C:6]=2[C:5]([CH2:23][OH:24])=[CH:4][CH:3]=1.C(N(CC)CC)C.C(=O)([O-])O.[Na+]. Product: [Cl:1][C:2]1[CH:3]=[CH:4][C:5]([CH:23]=[O:24])=[C:6]2[C:10]=1[N:9]=[C:8]1[N:11]([C:14]3[C:19]([CH3:20])=[CH:18][C:17]([Cl:21])=[CH:16][C:15]=3[Cl:22])[CH2:12][CH2:13][N:7]21. The catalyst class is: 16. (2) Reactant: [NH:1]1[CH2:11][CH2:10][CH:4]([C:5]([O:7][CH2:8][CH3:9])=[O:6])[CH2:3][CH2:2]1.C(N(CC)CC)C.[CH3:19][S:20](Cl)(=[O:22])=[O:21].O. Product: [CH3:19][S:20]([N:1]1[CH2:2][CH2:3][CH:4]([C:5]([O:7][CH2:8][CH3:9])=[O:6])[CH2:10][CH2:11]1)(=[O:22])=[O:21]. The catalyst class is: 1. (3) Reactant: [Cl:1][C:2]1[CH:3]=[C:4]([NH:9][C:10]2[C:19]3[C:14](=[CH:15][C:16]([O:21][CH3:22])=[C:17]([OH:20])[CH:18]=3)[N:13]=[CH:12][N:11]=2)[CH:5]=[CH:6][C:7]=1[F:8].C([O-])([O-])=O.[K+].[K+].Cl[CH2:30][CH2:31][CH2:32][N:33]1[CH2:37][CH:36]2[CH2:38][CH2:39][O:40][CH2:41][CH:35]2[CH2:34]1.C(Cl)Cl. Product: [Cl:1][C:2]1[CH:3]=[C:4]([NH:9][C:10]2[C:19]3[C:14](=[CH:15][C:16]([O:21][CH3:22])=[C:17]([O:20][CH2:30][CH2:31][CH2:32][N:33]4[CH2:37][CH:36]5[CH2:38][CH2:39][O:40][CH2:41][CH:35]5[CH2:34]4)[CH:18]=3)[N:13]=[CH:12][N:11]=2)[CH:5]=[CH:6][C:7]=1[F:8]. The catalyst class is: 589. (4) Reactant: [F:1][C:2]([F:27])([F:26])[C:3]([C:9]1[CH:14]=[CH:13][C:12]([CH2:15][S:16]([C:19]2[CH:24]=[CH:23][C:22]([F:25])=[CH:21][CH:20]=2)(=[O:18])=[O:17])=[CH:11][CH:10]=1)([OH:8])[C:4]([F:7])([F:6])[F:5].Br[CH2:29][C:30]1[C:35]([F:36])=[CH:34][CH:33]=[CH:32][C:31]=1[F:37].C(=O)([O-])[O-].[K+].[K+]. Product: [F:36][C:35]1[CH:34]=[CH:33][CH:32]=[C:31]([F:37])[C:30]=1[CH2:29][O:8][C:3]([C:9]1[CH:10]=[CH:11][C:12]([CH2:15][S:16]([C:19]2[CH:20]=[CH:21][C:22]([F:25])=[CH:23][CH:24]=2)(=[O:18])=[O:17])=[CH:13][CH:14]=1)([C:4]([F:7])([F:6])[F:5])[C:2]([F:26])([F:1])[F:27]. The catalyst class is: 9.